From a dataset of Full USPTO retrosynthesis dataset with 1.9M reactions from patents (1976-2016). Predict the reactants needed to synthesize the given product. (1) The reactants are: [CH3:1][O:2][C:3]1[N:8]=[C:7](/[CH:9]=[C:10](/[C:20](=[O:24])[CH:21]([CH3:23])[CH3:22])\[C:11]([NH:13][C:14]2[CH:19]=[CH:18][CH:17]=[CH:16][CH:15]=2)=[O:12])[CH:6]=[CH:5][N:4]=1.C(N(CC)CC)C.[F:32][C:33]1[CH:40]=[CH:39][C:36]([CH:37]=[O:38])=[CH:35][CH:34]=1. Given the product [F:32][C:33]1[CH:40]=[CH:39][C:36]([C:37](=[O:38])[CH:9]([CH:10]([C:20](=[O:24])[CH:21]([CH3:22])[CH3:23])[C:11]([NH:13][C:14]2[CH:19]=[CH:18][CH:17]=[CH:16][CH:15]=2)=[O:12])[C:7]2[CH:6]=[CH:5][N:4]=[C:3]([O:2][CH3:1])[N:8]=2)=[CH:35][CH:34]=1, predict the reactants needed to synthesize it. (2) Given the product [CH3:14][C:13]([CH3:16])([CH3:15])[C:12]#[C:11][C:7]1[S:6][C:5]([C:3]([O:2][CH3:1])=[O:4])=[C:9]([NH:17][CH:18]2[CH2:22][CH2:21][N:20]([CH:23]([CH3:25])[CH3:24])[C:19]2=[O:26])[CH:8]=1, predict the reactants needed to synthesize it. The reactants are: [CH3:1][O:2][C:3]([C:5]1[S:6][C:7]([C:11]#[C:12][C:13]([CH3:16])([CH3:15])[CH3:14])=[CH:8][C:9]=1Br)=[O:4].[NH2:17][C@H:18]1[CH2:22][CH2:21][N:20]([CH:23]([CH3:25])[CH3:24])[C:19]1=[O:26].C([O-])([O-])=O.[Cs+].[Cs+]. (3) Given the product [Cl:15][C:10]1[C:9]([NH:1][C:2]2[CH:7]=[CH:6][CH:5]=[CH:4][CH:3]=2)=[N:14][CH:13]=[CH:12][N:11]=1, predict the reactants needed to synthesize it. The reactants are: [NH2:1][C:2]1[CH:7]=[CH:6][CH:5]=[CH:4][CH:3]=1.Cl[C:9]1[C:10]([Cl:15])=[N:11][CH:12]=[CH:13][N:14]=1.CC(C)([O-])C.[Na+].C1C=CC(P(C2C(C3C(P(C4C=CC=CC=4)C4C=CC=CC=4)=CC=C4C=3C=CC=C4)=C3C(C=CC=C3)=CC=2)C2C=CC=CC=2)=CC=1. (4) Given the product [F:10][C:5]1[C:4]([C:11]2[CH:16]=[C:15]([NH2:17])[CH:14]=[CH:13][C:12]=2[F:20])=[N:3][CH:2]=[C:7]([F:8])[CH:6]=1, predict the reactants needed to synthesize it. The reactants are: Br[C:2]1[C:7]([F:8])=[C:6](Br)[C:5]([F:10])=[C:4]([C:11]2[CH:16]=[C:15]([N+:17]([O-])=O)[CH:14]=[CH:13][C:12]=2[F:20])[N:3]=1.C(N(CC)CC)C.C(O)C. (5) Given the product [Si:14]([O:13][C@@H:10]([CH2:11][CH3:12])[CH2:9][OH:8])([C:17]([CH3:20])([CH3:19])[CH3:18])([CH3:15])[CH3:16], predict the reactants needed to synthesize it. The reactants are: C([O:8][CH2:9][C@@H:10]([O:13][Si:14]([C:17]([CH3:20])([CH3:19])[CH3:18])([CH3:16])[CH3:15])[CH2:11][CH3:12])C1C=CC=CC=1. (6) Given the product [CH2:1]([O:3][C:4]([CH:6]1[CH2:11][CH2:10][N:9]([C:12]2[CH:17]=[CH:16][C:15]([NH:18][C:45]([C:40]3[C:39]([C:36]4[CH:37]=[CH:38][C:33]([C:32]([F:31])([F:48])[F:49])=[CH:34][CH:35]=4)=[CH:44][CH:43]=[CH:42][CH:41]=3)=[O:46])=[C:14]([C:19](=[O:23])[N:20]([CH3:22])[CH3:21])[CH:13]=2)[CH2:8][CH2:7]1)=[O:5])[CH3:2], predict the reactants needed to synthesize it. The reactants are: [CH2:1]([O:3][C:4]([CH:6]1[CH2:11][CH2:10][N:9]([C:12]2[CH:17]=[CH:16][C:15]([NH2:18])=[C:14]([C:19](=[O:23])[N:20]([CH3:22])[CH3:21])[CH:13]=2)[CH2:8][CH2:7]1)=[O:5])[CH3:2].C(N(CC)CC)C.[F:31][C:32]([F:49])([F:48])[C:33]1[CH:38]=[CH:37][C:36]([C:39]2[C:40]([C:45](Cl)=[O:46])=[CH:41][CH:42]=[CH:43][CH:44]=2)=[CH:35][CH:34]=1. (7) Given the product [C:2]1([C:8]2[O:9][C:10]3[CH2:15][CH2:14][N:13]([C:18]4[CH:23]=[N:22][CH:21]=[CH:20][N:19]=4)[CH2:12][C:11]=3[N:16]=2)[CH:3]=[CH:4][CH:5]=[CH:6][CH:7]=1, predict the reactants needed to synthesize it. The reactants are: Cl.[C:2]1([C:8]2[O:9][C:10]3[CH2:15][CH2:14][NH:13][CH2:12][C:11]=3[N:16]=2)[CH:7]=[CH:6][CH:5]=[CH:4][CH:3]=1.Cl[C:18]1[CH:23]=[N:22][CH:21]=[CH:20][N:19]=1.CCN(C(C)C)C(C)C.